This data is from Forward reaction prediction with 1.9M reactions from USPTO patents (1976-2016). The task is: Predict the product of the given reaction. (1) The product is: [CH3:36][N:35]([CH3:37])[C:34]([C:11]1[CH:10]=[C:9]([OH:8])[CH:14]=[CH:13][C:12]=1[NH:15][C:16]([C:18]1[C:19]([C:24]2[CH:25]=[CH:26][C:27]([C:30]([F:31])([F:32])[F:33])=[CH:28][CH:29]=2)=[CH:20][CH:21]=[CH:22][CH:23]=1)=[O:17])=[O:38]. Given the reactants C([O:8][C:9]1[CH:14]=[CH:13][C:12]([NH:15][C:16]([C:18]2[C:19]([C:24]3[CH:29]=[CH:28][C:27]([C:30]([F:33])([F:32])[F:31])=[CH:26][CH:25]=3)=[CH:20][CH:21]=[CH:22][CH:23]=2)=[O:17])=[C:11]([C:34](=[O:38])[N:35]([CH3:37])[CH3:36])[CH:10]=1)C1C=CC=CC=1, predict the reaction product. (2) The product is: [Br:1][C:2]1[CH:7]=[CH:6][C:5]([N:8]([CH2:17][CH:18]([CH3:20])[CH3:19])[CH2:9][CH:10]([CH3:16])[CH2:11][C:12]([F:13])([F:15])[F:14])=[C:4]([NH:21][C:60]([NH:62][C:63]2[CH:68]=[CH:67][C:66]([CH3:69])=[CH:65][CH:64]=2)=[O:61])[CH:3]=1. Given the reactants [Br:1][C:2]1[CH:3]=[C:4]([NH2:21])[C:5]([N:8]([CH2:17][CH:18]([CH3:20])[CH3:19])[CH2:9][CH:10]([CH3:16])[CH2:11][C:12]([F:15])([F:14])[F:13])=[CH:6][CH:7]=1.C(N(CCC(F)(F)F)C1C(N)=CC(Br)=CC=1)C1C=CC=CC=1.C(N(CCC(F)(F)F)C1C=CC(Br)=CC=1N[C:60]([NH:62][C:63]1[CH:68]=[CH:67][C:66]([CH3:69])=[CH:65][CH:64]=1)=[O:61])C1C=CC=CC=1, predict the reaction product. (3) Given the reactants [F:1][C:2]1[CH:3]=[C:4]2[C:8](=[CH:9][CH:10]=1)[NH:7][CH:6]([C:11]([NH2:13])=[O:12])[CH2:5]2.C(N(CC)CC)C.[C:21](Cl)(=[O:23])[CH3:22].O, predict the reaction product. The product is: [C:21]([N:7]1[C:8]2[C:4](=[CH:3][C:2]([F:1])=[CH:10][CH:9]=2)[CH2:5][CH:6]1[C:11]([NH2:13])=[O:12])(=[O:23])[CH3:22]. (4) Given the reactants [Br:1][C:2]1[C:11]([OH:12])=[CH:10][CH:9]=[C:8]2[C:3]=1[CH:4]=[CH:5][C:6]([CH2:13][N:14]([CH3:30])[C:15]([C:17]1[C:21]3[CH:22]=[CH:23][CH:24]=[CH:25][C:20]=3[O:19][C:18]=1[CH2:26][CH2:27][CH2:28][CH3:29])=[O:16])=[CH:7]2.Br[CH2:32][C:33]#[N:34].C(=O)([O-])[O-].[K+].[K+], predict the reaction product. The product is: [Br:1][C:2]1[C:11]([O:12][CH2:32][C:33]#[N:34])=[CH:10][CH:9]=[C:8]2[C:3]=1[CH:4]=[CH:5][C:6]([CH2:13][N:14]([CH3:30])[C:15]([C:17]1[C:21]3[CH:22]=[CH:23][CH:24]=[CH:25][C:20]=3[O:19][C:18]=1[CH2:26][CH2:27][CH2:28][CH3:29])=[O:16])=[CH:7]2. (5) The product is: [Cl:1][C:2]1[CH:3]=[CH:4][C:5]([CH:8](/[C:9](/[F:26])=[C:10](\[F:25])/[CH2:11][C:12]2[CH:17]=[CH:16][CH:15]=[C:14]([O:18][C:19]3[CH:24]=[CH:23][CH:22]=[CH:21][CH:20]=3)[CH:13]=2)[CH2:27][CH2:28][OH:29])=[CH:6][CH:7]=1. Given the reactants [Cl:1][C:2]1[CH:7]=[CH:6][C:5]([CH:8]([CH2:27][CH2:28][O:29]C)/[C:9](/[F:26])=[C:10](\[F:25])/[CH2:11][C:12]2[CH:17]=[CH:16][CH:15]=[C:14]([O:18][C:19]3[CH:24]=[CH:23][CH:22]=[CH:21][CH:20]=3)[CH:13]=2)=[CH:4][CH:3]=1.B(Br)(Br)Br, predict the reaction product. (6) The product is: [CH3:21][N:17]1[CH2:18][CH2:19][CH2:20][C@@H:15]([CH2:14][N:11]2[CH2:12][CH2:13][NH:8][CH2:9][CH2:10]2)[CH2:16]1. Given the reactants C([N:8]1[CH2:13][CH2:12][N:11]([CH2:14][C@@H:15]2[CH2:20][CH2:19][CH2:18][N:17]([CH3:21])[CH2:16]2)[CH2:10][CH2:9]1)C1C=CC=CC=1.[H][H], predict the reaction product. (7) Given the reactants [Br:1][C:2]1[CH:7]=[CH:6][C:5](I)=[C:4]([CH2:9]Cl)[CH:3]=1.C([Mg]Cl)(C)C.[Li+].[Cl-].[O:18]=[C:19]1[CH2:22][N:21]([C:23]([O:25][C:26]([CH3:29])([CH3:28])[CH3:27])=[O:24])[CH2:20]1.C(O)(=O)CC(CC(O)=O)(C(O)=O)O, predict the reaction product. The product is: [Br:1][C:2]1[CH:3]=[C:4]2[C:5](=[CH:6][CH:7]=1)[C:19]1([CH2:20][N:21]([C:23]([O:25][C:26]([CH3:29])([CH3:28])[CH3:27])=[O:24])[CH2:22]1)[O:18][CH2:9]2. (8) Given the reactants [C:1](=O)([O-])[O-].[K+].[K+].CI.[CH3:9][O:10][C:11]1[C:16]([O:17][CH3:18])=[CH:15][C:14]([C:19]2[S:23][C:22]([SH:24])=[N:21][N:20]=2)=[C:13]([N+:25]([O-:27])=[O:26])[CH:12]=1, predict the reaction product. The product is: [CH3:9][O:10][C:11]1[C:16]([O:17][CH3:18])=[CH:15][C:14]([C:19]2[S:23][C:22]([S:24][CH3:1])=[N:21][N:20]=2)=[C:13]([N+:25]([O-:27])=[O:26])[CH:12]=1.